Predict the reactants needed to synthesize the given product. From a dataset of Full USPTO retrosynthesis dataset with 1.9M reactions from patents (1976-2016). Given the product [NH:13]1[CH:14]=[C:10]([CH2:9][N:7]2[CH2:8][CH:4]([CH2:1][CH2:2][CH3:3])[CH2:5][C:6]2=[O:34])[N:11]=[CH:12]1, predict the reactants needed to synthesize it. The reactants are: [CH2:1]([CH:4]1[CH2:8][N:7]([CH2:9][C:10]2[N:11]=[CH:12][N:13](C(C3C=CC=CC=3)(C3C=CC=CC=3)C3C=CC=CC=3)[CH:14]=2)[C:6](=[O:34])[CH2:5]1)[CH2:2][CH3:3].